Dataset: NCI-60 drug combinations with 297,098 pairs across 59 cell lines. Task: Regression. Given two drug SMILES strings and cell line genomic features, predict the synergy score measuring deviation from expected non-interaction effect. (1) Drug 1: CC1=CC2C(CCC3(C2CCC3(C(=O)C)OC(=O)C)C)C4(C1=CC(=O)CC4)C. Drug 2: C1C(C(OC1N2C=NC3=C(N=C(N=C32)Cl)N)CO)O. Cell line: HCC-2998. Synergy scores: CSS=7.72, Synergy_ZIP=0.512, Synergy_Bliss=5.68, Synergy_Loewe=-7.59, Synergy_HSA=2.92. (2) Drug 1: C1=CC(=CC=C1C#N)C(C2=CC=C(C=C2)C#N)N3C=NC=N3. Drug 2: N.N.Cl[Pt+2]Cl. Cell line: SF-539. Synergy scores: CSS=42.4, Synergy_ZIP=-1.63, Synergy_Bliss=-2.36, Synergy_Loewe=-0.647, Synergy_HSA=-0.653. (3) Drug 1: C1CC(C1)(C(=O)O)C(=O)O.[NH2-].[NH2-].[Pt+2]. Drug 2: CN(CCCl)CCCl.Cl. Cell line: HOP-62. Synergy scores: CSS=3.98, Synergy_ZIP=-3.50, Synergy_Bliss=3.31, Synergy_Loewe=-1.45, Synergy_HSA=0.311. (4) Drug 1: CCC1=C2CN3C(=CC4=C(C3=O)COC(=O)C4(CC)O)C2=NC5=C1C=C(C=C5)O. Drug 2: C1=CC=C(C=C1)NC(=O)CCCCCCC(=O)NO. Cell line: CAKI-1. Synergy scores: CSS=71.3, Synergy_ZIP=-6.68, Synergy_Bliss=-6.37, Synergy_Loewe=-4.53, Synergy_HSA=-0.925. (5) Drug 1: CN(C)N=NC1=C(NC=N1)C(=O)N. Drug 2: C1C(C(OC1N2C=NC(=NC2=O)N)CO)O. Cell line: SF-295. Synergy scores: CSS=15.0, Synergy_ZIP=-4.92, Synergy_Bliss=-1.75, Synergy_Loewe=0.691, Synergy_HSA=0.946. (6) Drug 1: CC1=C(C=C(C=C1)NC2=NC=CC(=N2)N(C)C3=CC4=NN(C(=C4C=C3)C)C)S(=O)(=O)N.Cl. Drug 2: C1=C(C(=O)NC(=O)N1)N(CCCl)CCCl. Cell line: MOLT-4. Synergy scores: CSS=54.3, Synergy_ZIP=3.81, Synergy_Bliss=2.89, Synergy_Loewe=1.08, Synergy_HSA=3.66.